The task is: Predict the reactants needed to synthesize the given product.. This data is from Full USPTO retrosynthesis dataset with 1.9M reactions from patents (1976-2016). (1) Given the product [Cl:1][C:2]1[N:7]=[C:6]([NH:14][C:13]2[CH:15]=[CH:16][C:17]([F:18])=[C:11]([F:10])[CH:12]=2)[C:5]([F:9])=[CH:4][N:3]=1, predict the reactants needed to synthesize it. The reactants are: [Cl:1][C:2]1[N:7]=[C:6](Cl)[C:5]([F:9])=[CH:4][N:3]=1.[F:10][C:11]1[CH:12]=[C:13]([CH:15]=[CH:16][C:17]=1[F:18])[NH2:14]. (2) Given the product [CH3:19][C:17]1[S:18][C:14]([C:6]2[CH:7]=[CH:8][C:3]([O:2][CH3:1])=[C:4]([CH3:12])[CH:5]=2)=[CH:15][N:16]=1, predict the reactants needed to synthesize it. The reactants are: [CH3:1][O:2][C:3]1[CH:8]=[CH:7][C:6](B(O)O)=[CH:5][C:4]=1[CH3:12].Br[C:14]1[S:18][C:17]([CH3:19])=[N:16][CH:15]=1.C(=O)([O-])[O-].[Na+].[Na+].O1CCOCC1. (3) Given the product [Br:16][C:17]1[CH:30]=[CH:29][CH:28]=[C:27]2[C:18]=1[O:19][C:20]1[CH:21]=[CH:22][C:23]([O:31][CH2:3][C:4]3[CH:5]=[N:6][CH:7]=[CH:8][CH:9]=3)=[CH:24][C:25]=1[CH2:26]2, predict the reactants needed to synthesize it. The reactants are: Cl.Cl[CH2:3][C:4]1[CH:5]=[N:6][CH:7]=[CH:8][CH:9]=1.C(=O)([O-])[O-].[K+].[K+].[Br:16][C:17]1[CH:30]=[CH:29][CH:28]=[C:27]2[C:18]=1[O:19][C:20]1[CH:21]=[CH:22][C:23]([OH:31])=[CH:24][C:25]=1[CH2:26]2.C(OCC)(=O)C.